From a dataset of Catalyst prediction with 721,799 reactions and 888 catalyst types from USPTO. Predict which catalyst facilitates the given reaction. (1) Reactant: [NH2:1][CH:2]1[C:8]2([CH2:13][CH2:12][O:11][CH2:10][CH2:9]2)[O:7][C:6]2[C:14](F)=[C:15]([F:18])[CH:16]=[CH:17][C:5]=2[NH:4][C:3]1=[O:20].[NH4+].[Cl-].FC1C=C(F)C=CC=1[N+]([O-])=O. Product: [NH2:1][CH:2]1[C:8]2([CH2:9][CH2:10][O:11][CH2:12][CH2:13]2)[O:7][C:6]2[CH:14]=[C:15]([F:18])[CH:16]=[CH:17][C:5]=2[NH:4][C:3]1=[O:20]. The catalyst class is: 401. (2) Reactant: ClC(N(C)C)=C(C)C.[N:9]1([C:13]([C:15]2[N:16]=[CH:17][C:18]([O:21][C:22]3[CH:23]=[C:24]([CH:28]=[C:29]([O:31][C@H:32]([CH3:36])[CH2:33][O:34][CH3:35])[CH:30]=3)[C:25]([OH:27])=O)=[N:19][CH:20]=2)=[O:14])[CH2:12][CH2:11][CH2:10]1.[NH2:37][C:38]1[CH:43]=[N:42][C:41]([CH3:44])=[CH:40][N:39]=1.N1C=CC=CC=1. Product: [N:9]1([C:13]([C:15]2[N:16]=[CH:17][C:18]([O:21][C:22]3[CH:23]=[C:24]([CH:28]=[C:29]([O:31][C@H:32]([CH3:36])[CH2:33][O:34][CH3:35])[CH:30]=3)[C:25]([NH:37][C:38]3[CH:43]=[N:42][C:41]([CH3:44])=[CH:40][N:39]=3)=[O:27])=[N:19][CH:20]=2)=[O:14])[CH2:12][CH2:11][CH2:10]1. The catalyst class is: 2. (3) Reactant: [F:1][C:2]1[C:7]([F:8])=[CH:6][CH:5]=[CH:4][C:3]=1[CH2:9][C:10]([OH:12])=O.[C:13](Cl)(=O)[C:14](Cl)=O.[Cl-].[Al+3].[Cl-].[Cl-].Cl. Product: [F:8][C:7]1[C:2]([F:1])=[C:3]2[C:4]([CH2:13][CH2:14][C:10](=[O:12])[CH2:9]2)=[CH:5][CH:6]=1. The catalyst class is: 306. (4) Reactant: [F:1][C:2]1[N:10]=[CH:9][CH:8]=[C:7]([I:11])[C:3]=1[C:4]([OH:6])=[O:5].CO.[CH3:14][Si](C=[N+]=[N-])(C)C. Product: [F:1][C:2]1[N:10]=[CH:9][CH:8]=[C:7]([I:11])[C:3]=1[C:4]([O:6][CH3:14])=[O:5]. The catalyst class is: 27. (5) Reactant: Br[CH2:2][C:3](=[O:9])[C:4]([O:6][CH2:7][CH3:8])=[O:5].[SH-:10].[Na+]. Product: [OH:9][C:3]1([C:4]([O:6][CH2:7][CH3:8])=[O:5])[CH2:2][S:10][C:3]([OH:9])([C:4]([O:6][CH2:7][CH3:8])=[O:5])[CH2:2][S:10]1. The catalyst class is: 5. (6) Reactant: C[O:2][C:3](=[O:24])[C:4]1[CH:9]=[CH:8][CH:7]=[C:6]([NH:10][C:11]([C:13]2[N:14]=[CH:15][C:16]3[C:21]([CH:22]=2)=[CH:20][CH:19]=[CH:18][CH:17]=3)=O)[C:5]=1[NH2:23].C([O-])(C)=O.[NH4+]. Product: [CH:15]1[C:16]2[C:21](=[CH:20][CH:19]=[CH:18][CH:17]=2)[CH:22]=[C:13]([C:11]2[NH:10][C:6]3[CH:7]=[CH:8][CH:9]=[C:4]([C:3]([OH:2])=[O:24])[C:5]=3[N:23]=2)[N:14]=1. The catalyst class is: 52.